Task: Regression. Given a peptide amino acid sequence and an MHC pseudo amino acid sequence, predict their binding affinity value. This is MHC class II binding data.. Dataset: Peptide-MHC class II binding affinity with 134,281 pairs from IEDB (1) The MHC is DRB1_1501 with pseudo-sequence DRB1_1501. The peptide sequence is GELQAVDKIDAAFKI. The binding affinity (normalized) is 0.300. (2) The peptide sequence is IVTTSTNDWVVTCGYTIPTCRKLDE. The binding affinity (normalized) is 0.317. The MHC is DRB1_1501 with pseudo-sequence DRB1_1501. (3) The peptide sequence is NNYALFLSPRAQQAS. The MHC is H-2-IAb with pseudo-sequence H-2-IAb. The binding affinity (normalized) is 0.338. (4) The peptide sequence is CDMLRLIDYNKAALS. The MHC is DRB1_1302 with pseudo-sequence DRB1_1302. The binding affinity (normalized) is 0. (5) The peptide sequence is FVVTGRVYCDPCRAG. The MHC is DRB1_1501 with pseudo-sequence DRB1_1501. The binding affinity (normalized) is 0.396. (6) The MHC is HLA-DQA10101-DQB10501 with pseudo-sequence HLA-DQA10101-DQB10501. The binding affinity (normalized) is 0.457. The peptide sequence is HKKYFAATQFEPLAA. (7) The peptide sequence is GPATPAAPAAGYTPA. The MHC is DRB4_0101 with pseudo-sequence DRB4_0103. The binding affinity (normalized) is 0.